Dataset: Catalyst prediction with 721,799 reactions and 888 catalyst types from USPTO. Task: Predict which catalyst facilitates the given reaction. (1) Reactant: [NH2:1][C@H:2]([C:11]([NH:13][CH2:14][C:15]([NH:17][C@H:18]([C:23]([NH:25][C@H:26]([C:37]([N:39]1[CH2:52][CH2:51][CH2:50][C@H:40]1[C:41]([NH:43][C@H:44]([C:47]([NH2:49])=[O:48])[CH2:45][SH:46])=[O:42])=[O:38])[CH2:27][C:28]1[C:36]2[C:31](=[CH:32][CH:33]=[CH:34][CH:35]=2)[NH:30][CH:29]=1)=[O:24])[CH2:19][C:20](=[O:22])[OH:21])=[O:16])=[O:12])[CH2:3][CH2:4][CH2:5][CH2:6][NH:7][C:8](=[NH:10])[NH2:9].[OH2:53].[OH-].[NH4+].O=O. Product: [CH:34]1[CH:33]=[CH:32][C:31]2[NH:30][CH:29]=[C:28]([CH2:27][C@@H:26]3[NH:25][C:23](=[O:24])[C@H:18]([CH2:19][C:20]([OH:21])=[O:22])[NH:17][C:15](=[O:16])[CH2:14][NH:13][C:11](=[O:12])[C@H:2]([CH2:3][CH2:4][CH2:5][CH2:6][NH:7][C:8]([NH2:9])=[NH:10])[NH:1][C:47](=[O:53])[CH2:44][CH2:45][S:46][S:46][CH2:45][C@@H:44]([C:47]([NH2:49])=[O:48])[NH:43][C:41](=[O:42])[C@H:40]4[N:39]([CH2:52][CH2:51][CH2:50]4)[C:37]3=[O:38])[C:36]=2[CH:35]=1. The catalyst class is: 10. (2) Reactant: [C:1]([CH2:3][CH2:4][N:5]([CH3:15])[C:6]1[S:7][CH:8]=[C:9]([C:11](OC)=[O:12])[N:10]=1)#[N:2].[BH4-].[Na+].[Cl-].[Ca+2].[Cl-]. Product: [OH:12][CH2:11][C:9]1[N:10]=[C:6]([N:5]([CH3:15])[CH2:4][CH2:3][C:1]#[N:2])[S:7][CH:8]=1. The catalyst class is: 8.